This data is from Reaction yield outcomes from USPTO patents with 853,638 reactions. The task is: Predict the reaction yield, written as a fraction of the theoretical maximum amount of product (1.0 means a 100% yield; for example, 0.34 means a 34% yield). The reactants are [CH:1]1([CH:7]([NH:27][C:28]2[CH:33]=[CH:32][C:31]([C:34]([N:36](C)[CH2:37][CH2:38][C:39]([O:41]CC)=[O:40])=[O:35])=[CH:30][CH:29]=2)[C:8]2[O:9][C:10]3[CH:17]=[CH:16][C:15]([O:18][CH2:19][C:20]4[CH:25]=[CH:24][N:23]=[C:22]([F:26])[CH:21]=4)=[CH:14][C:11]=3[C:12]=2[CH3:13])[CH2:6][CH2:5][CH2:4][CH2:3][CH2:2]1.[OH-].[Na+]. The catalyst is C(O)C. The product is [CH:1]1([CH:7]([NH:27][C:28]2[CH:33]=[CH:32][C:31]([C:34]([NH:36][CH2:37][CH2:38][C:39]([OH:41])=[O:40])=[O:35])=[CH:30][CH:29]=2)[C:8]2[O:9][C:10]3[CH:17]=[CH:16][C:15]([O:18][CH2:19][C:20]4[CH:25]=[CH:24][N:23]=[C:22]([F:26])[CH:21]=4)=[CH:14][C:11]=3[C:12]=2[CH3:13])[CH2:6][CH2:5][CH2:4][CH2:3][CH2:2]1. The yield is 0.820.